Dataset: Reaction yield outcomes from USPTO patents with 853,638 reactions. Task: Predict the reaction yield, written as a fraction of the theoretical maximum amount of product (1.0 means a 100% yield; for example, 0.34 means a 34% yield). (1) The reactants are N(C(N1CCCCC1)=O)=NC(N1CCCCC1)=O.[Cl:19][C:20]1[CH:39]=[CH:38][C:23]([NH:24][C:25]2[C:34]3[C:29](=[CH:30][C:31]([OH:37])=[C:32]([O:35][CH3:36])[CH:33]=3)[N:28]=[CH:27][N:26]=2)=[C:22]([F:40])[CH:21]=1.[CH2:41]([O:48][CH2:49][CH2:50][CH2:51]O)[C:42]1[CH:47]=[CH:46][CH:45]=[CH:44][CH:43]=1.C(P(CCCC)CCCC)CCC. The catalyst is C(Cl)Cl.CCOCC. The product is [ClH:19].[CH2:41]([O:48][CH2:49][CH2:50][CH2:51][O:37][C:31]1[CH:30]=[C:29]2[C:34]([C:25]([NH:24][C:23]3[CH:38]=[CH:39][C:20]([Cl:19])=[CH:21][C:22]=3[F:40])=[N:26][CH:27]=[N:28]2)=[CH:33][C:32]=1[O:35][CH3:36])[C:42]1[CH:47]=[CH:46][CH:45]=[CH:44][CH:43]=1. The yield is 0.310. (2) The yield is 0.920. The product is [CH3:71][O:72][C:39](=[O:40])[C:2]1[CH:3]=[C:4]([CH3:36])[C:5]([NH:9][C:10](=[O:11])[CH2:12][CH2:13][N:14]2[CH2:19][CH2:18][CH:17]([O:20][C:21](=[O:35])[NH:22][C:23]3[CH:28]=[CH:27][CH:26]=[CH:25][C:24]=3[C:29]3[CH:30]=[CH:31][CH:32]=[CH:33][CH:34]=3)[CH2:16][CH2:15]2)=[CH:6][C:7]=1[CH3:8]. The catalyst is C([O-])(=O)C.[Pd+2].C([O-])(=O)C. The reactants are I[C:2]1[C:7]([CH3:8])=[CH:6][C:5]([NH:9][C:10]([CH2:12][CH2:13][N:14]2[CH2:19][CH2:18][CH:17]([O:20][C:21](=[O:35])[NH:22][C:23]3[CH:28]=[CH:27][CH:26]=[CH:25][C:24]=3[C:29]3[CH:34]=[CH:33][CH:32]=[CH:31][CH:30]=3)[CH2:16][CH2:15]2)=[O:11])=[C:4]([CH3:36])[CH:3]=1.CN(C)[CH:39]=[O:40].C1(P(C2C=CC=CC=2)CCCP(C2C=CC=CC=2)C2C=CC=CC=2)C=CC=CC=1.[CH3:71][OH:72]. (3) The reactants are [CH:1]1[C:7](=[O:8])[NH:6][C:4](=[O:5])[NH:3][C:2]=1Cl.[SH:10][C:11]1[CH:16]=[CH:15][C:14]([OH:17])=[CH:13][CH:12]=1.[OH-].[K+]. The catalyst is C(O)C. The yield is 0.800. The product is [OH:17][C:14]1[CH:15]=[CH:16][C:11]([S:10][C:2]2[NH:3][C:4](=[O:5])[NH:6][C:7](=[O:8])[CH:1]=2)=[CH:12][CH:13]=1. (4) The catalyst is CO. The reactants are [CH3:1][O:2][C:3]1[N:8]=[C:7]([C:9]2[S:13][C:12]([CH:14]=[O:15])=[CH:11][CH:10]=2)[CH:6]=[C:5]([NH:16][CH2:17][CH2:18][C:19]2[CH:24]=[CH:23][C:22]([O:25][CH3:26])=[CH:21][CH:20]=2)[N:4]=1.S([CH2:37][N+:38]#[C-:39])(C1C=CC(C)=CC=1)(=O)=O.C([O-])([O-])=O.[K+].[K+]. The product is [CH3:1][O:2][C:3]1[N:4]=[C:5]([NH:16][CH2:17][CH2:18][C:19]2[CH:20]=[CH:21][C:22]([O:25][CH3:26])=[CH:23][CH:24]=2)[CH:6]=[C:7]([C:9]2[S:13][C:12]([C:14]3[O:15][CH:39]=[N:38][CH:37]=3)=[CH:11][CH:10]=2)[N:8]=1. The yield is 0.730. (5) The reactants are BrCCBr.[Si](Cl)(C)(C)C.Br[CH2:11][C:12]1[CH:21]=[CH:20][C:15]([C:16]([O:18][CH3:19])=[O:17])=[CH:14][CH:13]=1.Br[Zn]CC1C=CC(C(OC)=O)=CC=1.Br[C:36]1[S:37][CH:38]=[CH:39][N:40]=1. The catalyst is C1COCC1.[NH4+].[Cl-].O.[Zn].C([O-])(=O)C.[Pd+2].C([O-])(=O)C. The product is [S:37]1[CH:38]=[CH:39][N:40]=[C:36]1[CH2:11][C:12]1[CH:21]=[CH:20][C:15]([C:16]([O:18][CH3:19])=[O:17])=[CH:14][CH:13]=1. The yield is 0.990. (6) The reactants are [CH3:1][C:2]([CH3:21])([CH3:20])[CH2:3][C:4]([NH:6][C:7]1[C:8]([CH3:19])=[CH:9][C:10]2[O:14][C:13]([CH3:16])([CH3:15])[CH2:12][C:11]=2[C:17]=1[CH3:18])=[O:5].C1C[O:25][CH2:24]C1.CCCCCC. No catalyst specified. The product is [CH:24]([C:9]1[C:10]2[O:14][C:13]([CH3:15])([CH3:16])[CH2:12][C:11]=2[C:17]([CH3:18])=[C:7]([NH:6][C:4](=[O:5])[CH2:3][C:2]([CH3:21])([CH3:20])[CH3:1])[C:8]=1[CH3:19])=[O:25]. The yield is 0.850. (7) The reactants are CN(C1C=CC=CN=1)C.[C:10](OC(OC(C)(C)C)=O)(OC(C)(C)C)=[O:11].[CH3:25][O:26][C:27]([C:29]1([NH2:35])[CH2:34][CH2:33][CH2:32][CH2:31][CH2:30]1)=[O:28].C(N(CC)CC)C.[CH2:43]([OH:49])[C:44]1[O:48][CH:47]=[CH:46][CH:45]=1. The catalyst is C1(C)C=CC=CC=1. The product is [CH3:25][O:26][C:27]([C:29]1([NH:35][C:10]([O:49][CH2:43][C:44]2[O:48][CH:47]=[CH:46][CH:45]=2)=[O:11])[CH2:30][CH2:31][CH2:32][CH2:33][CH2:34]1)=[O:28]. The yield is 0.880.